Dataset: Peptide-MHC class II binding affinity with 134,281 pairs from IEDB. Task: Regression. Given a peptide amino acid sequence and an MHC pseudo amino acid sequence, predict their binding affinity value. This is MHC class II binding data. (1) The peptide sequence is GELQIVDKIDAPFKI. The MHC is DRB1_0401 with pseudo-sequence DRB1_0401. The binding affinity (normalized) is 0.310. (2) The peptide sequence is SQDLELSWSLNGLQAY. The MHC is DRB1_0802 with pseudo-sequence DRB1_0802. The binding affinity (normalized) is 0.360. (3) The peptide sequence is PASWKNNRIWLQFAK. The MHC is HLA-DQA10501-DQB10201 with pseudo-sequence HLA-DQA10501-DQB10201. The binding affinity (normalized) is 0.0755. (4) The peptide sequence is AAAGAEAGKATTEEQ. The MHC is HLA-DPA10301-DPB10402 with pseudo-sequence HLA-DPA10301-DPB10402. The binding affinity (normalized) is 0. (5) The peptide sequence is GELQIVDKIDPAFKI. The MHC is DRB1_1501 with pseudo-sequence DRB1_1501. The binding affinity (normalized) is 0.708. (6) The peptide sequence is DTFRKLFRVYDNFLR. The MHC is DRB1_0701 with pseudo-sequence DRB1_0701. The binding affinity (normalized) is 0.183.